From a dataset of Reaction yield outcomes from USPTO patents with 853,638 reactions. Predict the reaction yield, written as a fraction of the theoretical maximum amount of product (1.0 means a 100% yield; for example, 0.34 means a 34% yield). (1) The yield is 0.840. The product is [Cl:32][C:21]1[N:22]=[C:23]([N:26]2[CH2:31][CH2:30][O:29][CH2:28][CH2:27]2)[C:24]2[S:25][C:17]([CH2:16][N:12]3[CH2:13][CH:14]4[CH2:15][N:8]([C:6]([NH2:44])=[O:7])[CH2:9][CH:10]4[CH2:11]3)=[CH:18][C:19]=2[N:20]=1. The catalyst is C(Cl)Cl. The reactants are C(O[C:6]([N:8]1[CH2:15][CH:14]2[CH:10]([CH2:11][N:12]([CH2:16][C:17]3[S:25][C:24]4[C:23]([N:26]5[CH2:31][CH2:30][O:29][CH2:28][CH2:27]5)=[N:22][C:21]([Cl:32])=[N:20][C:19]=4[CH:18]=3)[CH2:13]2)[CH2:9]1)=[O:7])(C)(C)C.C(O)(C(F)(F)F)=O.C[Si]([N:44]=C=O)(C)C. (2) The reactants are C(O[C:5](=[O:7])[CH3:6])(=O)C.[NH:8]1[C:17]2[C:12](=[CH:13][CH:14]=[CH:15][CH:16]=2)[CH2:11][CH2:10][CH2:9]1. The catalyst is ClCCl. The product is [N:8]1([C:5](=[O:7])[CH3:6])[C:17]2[C:12](=[CH:13][CH:14]=[CH:15][CH:16]=2)[CH2:11][CH2:10][CH2:9]1. The yield is 0.944. (3) The reactants are [NH2:1][C@H:2]([C:7]([NH2:9])=[O:8])[CH2:3][CH:4]([CH3:6])[CH3:5].[CH:10](=O)[C:11]1[CH:16]=[CH:15][CH:14]=[CH:13][CH:12]=1.CCN(CC)CC.C([O-])([O-])=O.[K+].[K+]. The catalyst is CCO. The product is [CH2:3]([C@@H:2]1[NH:1][CH:10]([C:11]2[CH:16]=[CH:15][CH:14]=[CH:13][CH:12]=2)[NH:9][C:7]1=[O:8])[CH:4]([CH3:6])[CH3:5]. The yield is 0.670. (4) The reactants are CCN(C(C)C)C(C)C.[F:10][C:11]([F:28])([F:27])[O:12][C:13]1[CH:14]=[C:15]2[C:20](=[CH:21][CH:22]=1)[O:19][C:18](=[O:23])[C:17]([C:24]([OH:26])=O)=[CH:16]2.CN(C(ON1N=NC2C=CC=NC1=2)=[N+](C)C)C.F[P-](F)(F)(F)(F)F.[N:53]1[C:54]([C:62]2[CH:63]=[C:64]([NH2:68])[CH:65]=[CH:66][CH:67]=2)=[CH:55][N:56]2[CH:61]=[CH:60][CH:59]=[CH:58][C:57]=12. The catalyst is CN(C=O)C. The product is [N:53]1[C:54]([C:62]2[CH:63]=[C:64]([NH:68][C:24]([C:17]3[C:18](=[O:23])[O:19][C:20]4[C:15]([CH:16]=3)=[CH:14][C:13]([O:12][C:11]([F:10])([F:28])[F:27])=[CH:22][CH:21]=4)=[O:26])[CH:65]=[CH:66][CH:67]=2)=[CH:55][N:56]2[CH:61]=[CH:60][CH:59]=[CH:58][C:57]=12. The yield is 0.360. (5) The reactants are CS(Cl)(=O)=O.[Cl:6][C:7]1[CH:8]=[C:9]([CH:27]=[CH:28][C:29]=1[O:30][CH2:31][C:32]1[CH:37]=[CH:36][CH:35]=[C:34]([F:38])[CH:33]=1)[NH:10][C:11]1[C:16]([C:17]#[C:18][C:19]2[N:24]=[C:23]([CH2:25]O)[CH:22]=[CH:21][CH:20]=2)=[CH:15][N:14]=[CH:13][N:12]=1.[CH2:39]([NH2:46])[C:40]1[CH:45]=[CH:44][CH:43]=[CH:42][CH:41]=1.O. The catalyst is C(Cl)Cl. The product is [CH2:39]([NH:46][CH2:25][C:23]1[CH:22]=[CH:21][CH:20]=[C:19]([C:18]#[C:17][C:16]2[C:11]([NH:10][C:9]3[CH:27]=[CH:28][C:29]([O:30][CH2:31][C:32]4[CH:37]=[CH:36][CH:35]=[C:34]([F:38])[CH:33]=4)=[C:7]([Cl:6])[CH:8]=3)=[N:12][CH:13]=[N:14][CH:15]=2)[N:24]=1)[C:40]1[CH:45]=[CH:44][CH:43]=[CH:42][CH:41]=1. The yield is 0.490. (6) The reactants are S([O:5][CH2:6][CH2:7][CH2:8][NH:9][C:10]([NH2:12])=[NH:11])(O)(=O)=O.[Na+].[Cl-:14]. The catalyst is CO. The product is [ClH:14].[NH:9]([CH2:8][CH2:7][CH2:6][OH:5])[C:10]([NH2:12])=[NH:11]. The yield is 0.785. (7) The product is [Cl:1][C:2]1[CH:3]=[C:4]2[C:9](=[CH:10][CH:11]=1)[CH:8]=[C:7]([S:12]([CH2:15][CH2:16][C:17]([N:19]1[CH2:24][CH2:23][CH:22]([NH:25][CH2:32][C:31]3[N:30]([C:34]([C:35]4[CH:40]=[CH:39][CH:38]=[CH:37][CH:36]=4)([C:41]4[CH:42]=[CH:43][CH:44]=[CH:45][CH:46]=4)[C:47]4[CH:52]=[CH:51][CH:50]=[CH:49][CH:48]=4)[CH:29]=[N:28][C:27]=3[CH3:26])[CH2:21][CH2:20]1)=[O:18])(=[O:14])=[O:13])[CH:6]=[CH:5]2. The yield is 0.590. The reactants are [Cl:1][C:2]1[CH:3]=[C:4]2[C:9](=[CH:10][CH:11]=1)[CH:8]=[C:7]([S:12]([CH2:15][CH2:16][C:17]([N:19]1[CH2:24][CH2:23][CH:22]([NH2:25])[CH2:21][CH2:20]1)=[O:18])(=[O:14])=[O:13])[CH:6]=[CH:5]2.[CH3:26][C:27]1[N:28]=[CH:29][N:30]([C:34]([C:47]2[CH:52]=[CH:51][CH:50]=[CH:49][CH:48]=2)([C:41]2[CH:46]=[CH:45][CH:44]=[CH:43][CH:42]=2)[C:35]2[CH:40]=[CH:39][CH:38]=[CH:37][CH:36]=2)[C:31]=1[CH:32]=O. No catalyst specified. (8) The reactants are [CH2:1]([O:3][C:4]1[CH:5]=[C:6](B(O)O)[CH:7]=[CH:8][CH:9]=1)[CH3:2].Br[C:14]1[CH:15]=[CH:16][C:17]([F:23])=[C:18]([N+:20]([O-:22])=[O:21])[CH:19]=1.C(=O)([O-])[O-].[Na+].[Na+]. The catalyst is C1(C)C=CC=CC=1.C(O)C.C1C=CC([P]([Pd]([P](C2C=CC=CC=2)(C2C=CC=CC=2)C2C=CC=CC=2)([P](C2C=CC=CC=2)(C2C=CC=CC=2)C2C=CC=CC=2)[P](C2C=CC=CC=2)(C2C=CC=CC=2)C2C=CC=CC=2)(C2C=CC=CC=2)C2C=CC=CC=2)=CC=1. The product is [F:23][C:17]1[CH:16]=[CH:15][C:14]([C:6]2[CH:7]=[CH:8][CH:9]=[C:4]([O:3][CH2:1][CH3:2])[CH:5]=2)=[CH:19][C:18]=1[N+:20]([O-:22])=[O:21]. The yield is 0.900.